Dataset: Forward reaction prediction with 1.9M reactions from USPTO patents (1976-2016). Task: Predict the product of the given reaction. Given the reactants [CH3:1][C:2]1[CH:3]=[C:4]([C:8]2[CH:13]=[CH:12][C:11]([C:14]3[O:18][C:17]([C:19]4[CH:20]=[C:21]([CH:26]=[CH:27][CH:28]=4)[C:22]([O:24]C)=[O:23])=[N:16][N:15]=3)=[CH:10][CH:9]=2)[CH:5]=[CH:6][CH:7]=1.[OH-].[Na+].Cl, predict the reaction product. The product is: [CH3:1][C:2]1[CH:3]=[C:4]([C:8]2[CH:9]=[CH:10][C:11]([C:14]3[O:18][C:17]([C:19]4[CH:20]=[C:21]([CH:26]=[CH:27][CH:28]=4)[C:22]([OH:24])=[O:23])=[N:16][N:15]=3)=[CH:12][CH:13]=2)[CH:5]=[CH:6][CH:7]=1.